This data is from NCI-60 drug combinations with 297,098 pairs across 59 cell lines. The task is: Regression. Given two drug SMILES strings and cell line genomic features, predict the synergy score measuring deviation from expected non-interaction effect. (1) Drug 1: C1=NC2=C(N1)C(=S)N=C(N2)N. Drug 2: CN1C2=C(C=C(C=C2)N(CCCl)CCCl)N=C1CCCC(=O)O.Cl. Cell line: BT-549. Synergy scores: CSS=11.3, Synergy_ZIP=-7.81, Synergy_Bliss=-2.56, Synergy_Loewe=-10.7, Synergy_HSA=-2.80. (2) Drug 1: C1=C(C(=O)NC(=O)N1)N(CCCl)CCCl. Drug 2: COC1=C2C(=CC3=C1OC=C3)C=CC(=O)O2. Cell line: SF-539. Synergy scores: CSS=36.3, Synergy_ZIP=4.95, Synergy_Bliss=3.64, Synergy_Loewe=-8.62, Synergy_HSA=-4.31. (3) Drug 1: C1CCC(C1)C(CC#N)N2C=C(C=N2)C3=C4C=CNC4=NC=N3. Drug 2: CN1CCC(CC1)COC2=C(C=C3C(=C2)N=CN=C3NC4=C(C=C(C=C4)Br)F)OC. Cell line: COLO 205. Synergy scores: CSS=-8.92, Synergy_ZIP=7.66, Synergy_Bliss=4.60, Synergy_Loewe=-9.78, Synergy_HSA=-6.65. (4) Drug 2: CC1C(C(CC(O1)OC2CC(CC3=C2C(=C4C(=C3O)C(=O)C5=C(C4=O)C(=CC=C5)OC)O)(C(=O)CO)O)N)O.Cl. Synergy scores: CSS=50.9, Synergy_ZIP=13.0, Synergy_Bliss=12.4, Synergy_Loewe=1.14, Synergy_HSA=12.6. Cell line: SK-OV-3. Drug 1: CC12CCC3C(C1CCC2OP(=O)(O)O)CCC4=C3C=CC(=C4)OC(=O)N(CCCl)CCCl.[Na+]. (5) Drug 1: CN(CC1=CN=C2C(=N1)C(=NC(=N2)N)N)C3=CC=C(C=C3)C(=O)NC(CCC(=O)O)C(=O)O. Drug 2: N.N.Cl[Pt+2]Cl. Cell line: NCI-H226. Synergy scores: CSS=7.95, Synergy_ZIP=-8.63, Synergy_Bliss=-5.10, Synergy_Loewe=-9.72, Synergy_HSA=-8.80. (6) Drug 1: CC1CCC2CC(C(=CC=CC=CC(CC(C(=O)C(C(C(=CC(C(=O)CC(OC(=O)C3CCCCN3C(=O)C(=O)C1(O2)O)C(C)CC4CCC(C(C4)OC)OCCO)C)C)O)OC)C)C)C)OC. Drug 2: CNC(=O)C1=NC=CC(=C1)OC2=CC=C(C=C2)NC(=O)NC3=CC(=C(C=C3)Cl)C(F)(F)F. Cell line: BT-549. Synergy scores: CSS=13.0, Synergy_ZIP=-1.06, Synergy_Bliss=-1.27, Synergy_Loewe=-77.8, Synergy_HSA=-4.57. (7) Drug 1: C1CCC(CC1)NC(=O)N(CCCl)N=O. Drug 2: CC1=C(C(=CC=C1)Cl)NC(=O)C2=CN=C(S2)NC3=CC(=NC(=N3)C)N4CCN(CC4)CCO. Cell line: SK-MEL-2. Synergy scores: CSS=0.795, Synergy_ZIP=4.32, Synergy_Bliss=5.69, Synergy_Loewe=0.921, Synergy_HSA=-0.0462.